This data is from Peptide-MHC class I binding affinity with 185,985 pairs from IEDB/IMGT. The task is: Regression. Given a peptide amino acid sequence and an MHC pseudo amino acid sequence, predict their binding affinity value. This is MHC class I binding data. (1) The peptide sequence is QEGVSVTVT. The MHC is HLA-B40:02 with pseudo-sequence HLA-B40:02. The binding affinity (normalized) is 0.350. (2) The peptide sequence is TLGIVCPI. The MHC is HLA-A02:03 with pseudo-sequence HLA-A02:03. The binding affinity (normalized) is 0.297. (3) The peptide sequence is FSTSDGKEY. The MHC is HLA-A01:01 with pseudo-sequence HLA-A01:01. The binding affinity (normalized) is 0.116. (4) The binding affinity (normalized) is 0.733. The MHC is HLA-A69:01 with pseudo-sequence HLA-A69:01. The peptide sequence is ELFIAPEGM. (5) The peptide sequence is EHFYWGSVF. The MHC is HLA-A31:01 with pseudo-sequence HLA-A31:01. The binding affinity (normalized) is 0.0847. (6) The peptide sequence is AAVSHLTTL. The MHC is HLA-A02:01 with pseudo-sequence HLA-A02:01. The binding affinity (normalized) is 0.357. (7) The peptide sequence is YYRYNLPTM. The MHC is HLA-A29:02 with pseudo-sequence HLA-A29:02. The binding affinity (normalized) is 0.775. (8) The binding affinity (normalized) is 0.743. The MHC is HLA-A03:01 with pseudo-sequence HLA-A03:01. The peptide sequence is KTFPPTEPKK. (9) The peptide sequence is SMVENPGGYCL. The MHC is H-2-Db with pseudo-sequence H-2-Db. The binding affinity (normalized) is 0.600. (10) The peptide sequence is TPGDLNTML. The MHC is HLA-B07:02 with pseudo-sequence HLA-B07:02. The binding affinity (normalized) is 0.130.